From a dataset of Peptide-MHC class I binding affinity with 185,985 pairs from IEDB/IMGT. Regression. Given a peptide amino acid sequence and an MHC pseudo amino acid sequence, predict their binding affinity value. This is MHC class I binding data. (1) The peptide sequence is RRGKANKPR. The MHC is HLA-A02:03 with pseudo-sequence HLA-A02:03. The binding affinity (normalized) is 0.0847. (2) The peptide sequence is FKNSSNLFT. The MHC is HLA-A02:01 with pseudo-sequence HLA-A02:01. The binding affinity (normalized) is 0.616. (3) The peptide sequence is VTGPVGQLW. The MHC is HLA-B57:01 with pseudo-sequence HLA-B57:01. The binding affinity (normalized) is 0.707. (4) The peptide sequence is YPQPQPQY. The MHC is HLA-B07:02 with pseudo-sequence HLA-B07:02. The binding affinity (normalized) is 0. (5) The MHC is HLA-A02:03 with pseudo-sequence HLA-A02:03. The peptide sequence is SQDEVLFLV. The binding affinity (normalized) is 0.703. (6) The MHC is HLA-A68:02 with pseudo-sequence HLA-A68:02. The peptide sequence is DVGCLLTDT. The binding affinity (normalized) is 0. (7) The peptide sequence is KLHLYSHPI. The MHC is HLA-A02:06 with pseudo-sequence HLA-A02:06. The binding affinity (normalized) is 0.250.